This data is from Retrosynthesis with 50K atom-mapped reactions and 10 reaction types from USPTO. The task is: Predict the reactants needed to synthesize the given product. (1) Given the product CNc1ccc2c(c1)nc(C(C)(F)F)n2CC1CCOCC1, predict the reactants needed to synthesize it. The reactants are: CC(=O)N(C)c1ccc2c(c1)nc(C(C)(F)F)n2CC1CCOCC1. (2) The reactants are: CCOC(=O)c1cc(C(=O)C=Cc2ccc(C(=O)OC(C)(C)C)cc2)cc(C)n1. Given the product CCOC(=O)c1cc(C(=O)CCc2ccc(C(=O)OC(C)(C)C)cc2)cc(C)n1, predict the reactants needed to synthesize it.